This data is from Catalyst prediction with 721,799 reactions and 888 catalyst types from USPTO. The task is: Predict which catalyst facilitates the given reaction. (1) Reactant: [CH3:1][N:2]([CH3:18])[C:3](=[O:17])[C:4]1[CH:9]=[CH:8][C:7]([NH:10][CH:11]=[O:12])=[CH:6][C:5]=1[S:13]([NH2:16])(=[O:15])=[O:14].[CH3:19][O:20][C:21]1[CH:26]=[C:25]([O:27][CH3:28])[N:24]=[C:23]([N:29](C2C=CC=CC=2)[C:30](=O)[O-:31])[N:22]=1.C(=O)([O-])[O-].[K+].[K+].C1(C)C(C)=CC=CC=1. Product: [CH3:1][N:2]([CH3:18])[C:3](=[O:17])[C:4]1[CH:9]=[CH:8][C:7]([NH:10][CH:11]=[O:12])=[CH:6][C:5]=1[S:13]([NH:16][C:30]([NH:29][C:23]1[N:22]=[C:21]([O:20][CH3:19])[CH:26]=[C:25]([O:27][CH3:28])[N:24]=1)=[O:31])(=[O:15])=[O:14]. The catalyst class is: 10. (2) Reactant: [N:1]1([CH:7]2[CH2:12][CH2:11][N:10]([C:13]([C:15]3[CH:16]=[C:17]4[C:21](=[CH:22][CH:23]=3)[NH:20][C:19]([C:24]([N:26]3[CH2:31][CH2:30][C:29]([F:33])([F:32])[CH2:28][CH2:27]3)=[O:25])=[CH:18]4)=[O:14])[CH2:9][CH2:8]2)[CH2:6][CH2:5][CH2:4][CH2:3][CH2:2]1.[Cl:34][C:35]1[CH:40]=[CH:39][C:38](B(O)O)=[CH:37][N:36]=1.N1C=CC=CC=1. Product: [N:1]1([CH:7]2[CH2:12][CH2:11][N:10]([C:13]([C:15]3[CH:16]=[C:17]4[C:21](=[CH:22][CH:23]=3)[N:20]([C:38]3[CH:37]=[N:36][C:35]([Cl:34])=[CH:40][CH:39]=3)[C:19]([C:24]([N:26]3[CH2:31][CH2:30][C:29]([F:33])([F:32])[CH2:28][CH2:27]3)=[O:25])=[CH:18]4)=[O:14])[CH2:9][CH2:8]2)[CH2:2][CH2:3][CH2:4][CH2:5][CH2:6]1. The catalyst class is: 221.